This data is from Catalyst prediction with 721,799 reactions and 888 catalyst types from USPTO. The task is: Predict which catalyst facilitates the given reaction. (1) Reactant: [NH2:1][C:2]1[C:6]([C:7]([NH2:9])=[O:8])=[C:5]([C:10]2[CH:15]=[CH:14][C:13]([O:16][C:17]3[CH:22]=[CH:21][CH:20]=[CH:19][CH:18]=3)=[CH:12][CH:11]=2)[N:4]([C@@H:23]2[CH2:28][CH2:27][CH2:26][NH:25][CH2:24]2)[N:3]=1.CCN(CC)CC.[C:36](Cl)(=[O:39])[CH:37]=[CH2:38].O. Product: [C:36]([N:25]1[CH2:26][CH2:27][CH2:28][C@@H:23]([N:4]2[C:5]([C:10]3[CH:11]=[CH:12][C:13]([O:16][C:17]4[CH:22]=[CH:21][CH:20]=[CH:19][CH:18]=4)=[CH:14][CH:15]=3)=[C:6]([C:7]([NH2:9])=[O:8])[C:2]([NH2:1])=[N:3]2)[CH2:24]1)(=[O:39])[CH:37]=[CH2:38]. The catalyst class is: 2. (2) Reactant: [Cl:1][C:2]1[CH:7]=[CH:6][C:5]([CH:8]([C:23]2[CH:28]=[CH:27][CH:26]=[CH:25][C:24]=2[F:29])[O:9][C:10]2[CH:19]=[CH:18][C:17]([N+:20]([O-])=O)=[CH:16][C:11]=2[C:12]([O:14][CH3:15])=[O:13])=[CH:4][CH:3]=1.[Cl-].[Ca+2].[Cl-].C(O)C. Product: [NH2:20][C:17]1[CH:18]=[CH:19][C:10]([O:9][CH:8]([C:5]2[CH:4]=[CH:3][C:2]([Cl:1])=[CH:7][CH:6]=2)[C:23]2[CH:28]=[CH:27][CH:26]=[CH:25][C:24]=2[F:29])=[C:11]([CH:16]=1)[C:12]([O:14][CH3:15])=[O:13]. The catalyst class is: 150. (3) Reactant: O[Li].O.[CH3:4][C:5]1[N:6]=[N:7][CH:8]=[CH:9][C:10]=1[C:11]1[S:15][C:14]([C:16]([O:18]C)=[O:17])=[CH:13][CH:12]=1. Product: [CH3:4][C:5]1[N:6]=[N:7][CH:8]=[CH:9][C:10]=1[C:11]1[S:15][C:14]([C:16]([OH:18])=[O:17])=[CH:13][CH:12]=1. The catalyst class is: 20. (4) Reactant: [Li+].CC([N-]C(C)C)C.COP(O)([O:13][CH3:14])=O.[CH3:16][C:17]1[CH:22]=[CH:21][C:20]([C:23]2[CH:28]=[CH:27]C=[CH:25][CH:24]=2)=[CH:19][CH:18]=1. Product: [CH3:16][C:17]1[CH:22]=[CH:21][C:20]([C:23]2[CH:24]=[CH:25][C:14]([OH:13])=[CH:27][CH:28]=2)=[CH:19][CH:18]=1. The catalyst class is: 1. (5) Reactant: [H-].[Na+].[Br:3][C:4]1[C:10]([CH3:11])=[CH:9][CH:8]=[CH:7][C:5]=1[NH2:6].Br[CH2:13][CH2:14][O:15][Si:16]([C:19]([CH3:22])([CH3:21])[CH3:20])([CH3:18])[CH3:17]. The catalyst class is: 1. Product: [Br:3][C:4]1[C:10]([CH3:11])=[CH:9][CH:8]=[CH:7][C:5]=1[NH:6][CH2:13][CH2:14][O:15][Si:16]([C:19]([CH3:22])([CH3:21])[CH3:20])([CH3:18])[CH3:17]. (6) Reactant: [N+:1]([C:4]1[CH:13]=[C:12]2[C:7]([CH2:8][CH2:9][CH2:10][NH:11]2)=[CH:6][CH:5]=1)([O-:3])=[O:2].[C:14](OC(=O)C)(=[O:16])[CH3:15]. Product: [N+:1]([C:4]1[CH:13]=[C:12]2[C:7]([CH2:8][CH2:9][CH2:10][N:11]2[C:14](=[O:16])[CH3:15])=[CH:6][CH:5]=1)([O-:3])=[O:2]. The catalyst class is: 17. (7) Reactant: Cl.[CH3:2][O:3][C:4]1[CH:5]=[C:6]2[C:11](=[C:12]3[CH2:16][C:15]([CH3:18])([CH3:17])[O:14][C:13]=13)[C:10]([C:19]1[CH:27]=[CH:26][C:22]([C:23](Cl)=[O:24])=[CH:21][CH:20]=1)=[N:9][C:8]([CH3:29])([CH3:28])[CH2:7]2.[NH2:30][C:31]1[CH:36]=[N:35][CH:34]=[CH:33][N:32]=1.C(=O)([O-])O.[Na+]. Product: [N:32]1[CH:33]=[CH:34][N:35]=[CH:36][C:31]=1[NH:30][C:23](=[O:24])[C:22]1[CH:26]=[CH:27][C:19]([C:10]2[C:11]3[C:6](=[CH:5][C:4]([O:3][CH3:2])=[C:13]4[O:14][C:15]([CH3:18])([CH3:17])[CH2:16][C:12]4=3)[CH2:7][C:8]([CH3:28])([CH3:29])[N:9]=2)=[CH:20][CH:21]=1. The catalyst class is: 17. (8) Product: [C:45]([O:44][C:43]([NH:42][CH2:41][C:40]1[CH:39]=[CH:38][C:37]([NH:36][C:34](=[O:35])[CH2:33][NH:32][C:1](=[O:2])[O:3][CH2:4][CH:5]2[C:17]3[CH:16]=[CH:15][CH:14]=[CH:13][C:12]=3[C:11]3[C:6]2=[CH:7][CH:8]=[CH:9][CH:10]=3)=[CH:51][CH:50]=1)=[O:49])([CH3:46])([CH3:47])[CH3:48]. The catalyst class is: 3. Reactant: [C:1](NCC(O)=O)([O:3][CH2:4][CH:5]1[C:17]2[C:12](=[CH:13][CH:14]=[CH:15][CH:16]=2)[C:11]2[C:6]1=[CH:7][CH:8]=[CH:9][CH:10]=2)=[O:2].C(N(CC)C(C)C)(C)C.[NH2:32][CH2:33][C:34]([NH:36][C:37]1[CH:51]=[CH:50][C:40]([CH2:41][NH:42][C:43](=[O:49])[O:44][C:45]([CH3:48])([CH3:47])[CH3:46])=[CH:39][CH:38]=1)=[O:35]. (9) Reactant: C1C(=O)N([Br:8])C(=O)C1.CC(N=NC(C#N)(C)C)(C#N)C.C(Cl)(Cl)(Cl)Cl.[Si:26]([O:33][C:34]1[C:35]([O:44][CH3:45])=[CH:36][C:37]2[S:41][C:40]([CH3:42])=[N:39][C:38]=2[CH:43]=1)([C:29]([CH3:32])([CH3:31])[CH3:30])([CH3:28])[CH3:27]. Product: [Br:8][CH2:42][C:40]1[S:41][C:37]2[CH:36]=[C:35]([O:44][CH3:45])[C:34]([O:33][Si:26]([C:29]([CH3:32])([CH3:31])[CH3:30])([CH3:28])[CH3:27])=[CH:43][C:38]=2[N:39]=1. The catalyst class is: 4. (10) Reactant: [CH3:1][C:2]1([CH3:16])[C:6]([CH3:8])([CH3:7])[O:5][B:4]([C:9]2[CH:15]=[CH:14][C:12]([NH2:13])=[CH:11][CH:10]=2)[O:3]1.N1C=CC=CC=1.Cl[C:24]([O:26][C:27]1[CH:32]=[CH:31][C:30]([N+]([O-])=O)=[CH:29][CH:28]=1)=[O:25]. Product: [C:27]1([O:26][C:24](=[O:25])[NH:13][C:12]2[CH:14]=[CH:15][C:9]([B:4]3[O:3][C:2]([CH3:16])([CH3:1])[C:6]([CH3:7])([CH3:8])[O:5]3)=[CH:10][CH:11]=2)[CH:32]=[CH:31][CH:30]=[CH:29][CH:28]=1. The catalyst class is: 4.